From a dataset of Forward reaction prediction with 1.9M reactions from USPTO patents (1976-2016). Predict the product of the given reaction. (1) Given the reactants [I:1]I.[O:3]1[CH2:8][CH2:7][N:6]([C:9]2[CH:14]=[C:13]([NH2:15])[CH:12]=[CH:11][N:10]=2)[CH2:5][CH2:4]1.C(=O)([O-])[O-].[Na+].[Na+], predict the reaction product. The product is: [I:1][C:12]1[C:13]([NH2:15])=[CH:14][C:9]([N:6]2[CH2:7][CH2:8][O:3][CH2:4][CH2:5]2)=[N:10][CH:11]=1. (2) Given the reactants [Cl:1][C:2]1[C:7]([OH:8])=[CH:6][CH:5]=[C:4]([Cl:9])[N:3]=1.[C:10]([O-])([O-])=O.[K+].[K+].CI, predict the reaction product. The product is: [Cl:1][C:2]1[C:7]([O:8][CH3:10])=[CH:6][CH:5]=[C:4]([Cl:9])[N:3]=1. (3) Given the reactants C([O:8][C:9]1[CH:14]=[CH:13][C:12]([CH2:15][CH:16]([NH:18][C:19](=[O:33])[C:20]([C:26]2[CH:31]=[CH:30][C:29]([CH3:32])=[CH:28][CH:27]=2)=[CH:21][O:22][CH:23]([F:25])[F:24])[CH3:17])=[CH:11][C:10]=1[O:34][CH3:35])C1C=CC=CC=1.Br, predict the reaction product. The product is: [F:24][CH:23]([F:25])[O:22][CH:21]=[C:20]([C:26]1[CH:31]=[CH:30][C:29]([CH3:32])=[CH:28][CH:27]=1)[C:19]([NH:18][CH:16]([CH3:17])[CH2:15][C:12]1[CH:13]=[CH:14][C:9]([OH:8])=[C:10]([O:34][CH3:35])[CH:11]=1)=[O:33].